This data is from Full USPTO retrosynthesis dataset with 1.9M reactions from patents (1976-2016). The task is: Predict the reactants needed to synthesize the given product. Given the product [Cl:16][C:17]1[C:26]([I:27])=[CH:25][C:20]2[N:21]=[C:22]([S:24][CH2:8][C:9]([O:11][C:12]([CH3:15])([CH3:14])[CH3:13])=[O:10])[NH:23][C:19]=2[CH:18]=1, predict the reactants needed to synthesize it. The reactants are: C([O-])([O-])=O.[Cs+].[Cs+].Br[CH2:8][C:9]([O:11][C:12]([CH3:15])([CH3:14])[CH3:13])=[O:10].[Cl:16][C:17]1[C:26]([I:27])=[CH:25][C:20]2[NH:21][C:22](=[S:24])[NH:23][C:19]=2[CH:18]=1.